From a dataset of Full USPTO retrosynthesis dataset with 1.9M reactions from patents (1976-2016). Predict the reactants needed to synthesize the given product. (1) Given the product [C:27]([OH:37])(=[O:26])[CH3:28].[Cl:29][C:30]1[CH:31]=[C:32]([CH3:55])[C:33]2[O:37][C:36]([NH:38][C:39]3[CH:44]=[CH:43][C:42]([C:2]4[C:10]5[C:5](=[N:6][CH:7]=[N:8][C:9]=5[NH:11][CH2:12][CH2:13][C:14]([NH2:16])=[O:15])[N:4]([C@H:17]5[CH2:22][CH2:21][C@H:20]([N:23]6[CH2:28][CH2:27][O:26][CH2:25][CH2:24]6)[CH2:19][CH2:18]5)[N:3]=4)=[CH:41][CH:40]=3)=[N:35][C:34]=2[CH:54]=1, predict the reactants needed to synthesize it. The reactants are: I[C:2]1[C:10]2[C:5](=[N:6][CH:7]=[N:8][C:9]=2[NH:11][CH2:12][CH2:13][C:14]([NH2:16])=[O:15])[N:4]([C@H:17]2[CH2:22][CH2:21][C@H:20]([N:23]3[CH2:28][CH2:27][O:26][CH2:25][CH2:24]3)[CH2:19][CH2:18]2)[N:3]=1.[Cl:29][C:30]1[CH:31]=[C:32]([CH3:55])[C:33]2[O:37][C:36]([NH:38][C:39]3[CH:44]=[CH:43][C:42](B4OC(C)(C)C(C)(C)O4)=[CH:41][CH:40]=3)=[N:35][C:34]=2[CH:54]=1. (2) Given the product [CH2:20]([C:5]1[CH:4]=[CH:3][C:2]([O:29][C:25]2[CH:26]=[CH:27][CH:28]=[C:23]([F:22])[CH:24]=2)=[CH:7][C:6]=1[CH:8]1[C:13](=[O:14])[C:12]([CH3:16])([CH3:15])[O:11][C:10]([CH3:18])([CH3:17])[C:9]1=[O:19])[CH3:21], predict the reactants needed to synthesize it. The reactants are: Br[C:2]1[CH:3]=[CH:4][C:5]([CH2:20][CH3:21])=[C:6]([CH:8]2[C:13](=[O:14])[C:12]([CH3:16])([CH3:15])[O:11][C:10]([CH3:18])([CH3:17])[C:9]2=[O:19])[CH:7]=1.[F:22][C:23]1[CH:24]=[C:25]([OH:29])[CH:26]=[CH:27][CH:28]=1.C(=O)([O-])[O-].[Cs+].[Cs+].Cl. (3) Given the product [C:14]([N:11]1[CH2:10][CH2:9][CH:8]([CH2:7][C:6]([OH:18])=[O:5])[CH2:13][CH2:12]1)([CH3:17])([CH3:15])[CH3:16], predict the reactants needed to synthesize it. The reactants are: [OH-].[Na+].C([O:5][C:6](=[O:18])[CH2:7][CH:8]1[CH2:13][CH2:12][N:11]([C:14]([CH3:17])([CH3:16])[CH3:15])[CH2:10][CH2:9]1)C.Cl.